This data is from Reaction yield outcomes from USPTO patents with 853,638 reactions. The task is: Predict the reaction yield, written as a fraction of the theoretical maximum amount of product (1.0 means a 100% yield; for example, 0.34 means a 34% yield). The reactants are [CH:1]1([C:7](Cl)=[O:8])[CH2:6][CH2:5][CH2:4][CH2:3][CH2:2]1.[C:10]([C:12]1[CH:13]=[C:14]([CH:34]=[CH:35][CH:36]=1)[C:15]([NH:17][C:18]1[CH:23]=[C:22]([F:24])[CH:21]=[C:20]([CH2:25][N:26]2[CH2:31][CH2:30][NH:29][C@@H:28]([CH3:32])[CH2:27]2)[C:19]=1[CH3:33])=[O:16])#[N:11]. The catalyst is N1C=CC=CC=1. The product is [C:10]([C:12]1[CH:13]=[C:14]([CH:34]=[CH:35][CH:36]=1)[C:15]([NH:17][C:18]1[CH:23]=[C:22]([F:24])[CH:21]=[C:20]([CH2:25][N:26]2[CH2:31][CH2:30][N:29]([C:7]([CH:1]3[CH2:6][CH2:5][CH2:4][CH2:3][CH2:2]3)=[O:8])[C@@H:28]([CH3:32])[CH2:27]2)[C:19]=1[CH3:33])=[O:16])#[N:11]. The yield is 0.0682.